From a dataset of Full USPTO retrosynthesis dataset with 1.9M reactions from patents (1976-2016). Predict the reactants needed to synthesize the given product. (1) Given the product [F:1][C:2]1[CH:3]=[CH:4][C:5]([C:8]2[CH:16]=[C:15]3[C:11]([C:12](=[CH:28][C:27]4[NH:26][CH:25]=[C:24]5[C:19](=[O:18])[O:20][CH2:21][CH2:22][C:23]=45)[C:13](=[O:17])[NH:14]3)=[CH:10][CH:9]=2)=[CH:6][CH:7]=1, predict the reactants needed to synthesize it. The reactants are: [F:1][C:2]1[CH:7]=[CH:6][C:5]([C:8]2[CH:16]=[C:15]3[C:11]([CH2:12][C:13](=[O:17])[NH:14]3)=[CH:10][CH:9]=2)=[CH:4][CH:3]=1.[O:18]=[C:19]1[C:24]2=[CH:25][NH:26][C:27]([CH:28]=O)=[C:23]2[CH2:22][CH2:21][O:20]1. (2) Given the product [CH3:8][N:7]([CH2:9][C:10]1[CH:18]=[CH:17][C:13]([C:14]([OH:16])=[O:15])=[CH:12][CH:11]=1)[CH3:6], predict the reactants needed to synthesize it. The reactants are: S(Cl)(Cl)=O.Cl.[CH3:6][N:7]([CH2:9][C:10]1[CH:18]=[CH:17][C:13]([C:14]([OH:16])=[O:15])=[CH:12][CH:11]=1)[CH3:8].C(O)CCCCCCC/C=C\CCCCCCCC. (3) Given the product [Cl:34][C:31]1[CH:30]=[CH:29][C:28]([NH:14][C:15]2[CH:20]=[N:19][CH:18]=[C:17]([C:21]3[CH:26]=[CH:25][CH:24]=[C:23]([CH3:27])[N:22]=3)[N:16]=2)=[CH:33][CH:32]=1, predict the reactants needed to synthesize it. The reactants are: FC(F)(F)C(O)=O.C(OC(=O)[N:14]([C:28]1[CH:33]=[CH:32][C:31]([Cl:34])=[CH:30][CH:29]=1)[C:15]1[CH:20]=[N:19][CH:18]=[C:17]([C:21]2[CH:26]=[CH:25][CH:24]=[C:23]([CH3:27])[N:22]=2)[N:16]=1)(C)(C)C.[OH-].[NH4+]. (4) Given the product [CH3:1][C:2]1[N:6]=[C:5]([CH3:7])[N:4]([C:8]2[CH:13]=[C:12]([CH3:14])[N:11]=[C:10]([C@@H:15]3[CH2:17][C@H:16]3[C:18]3[N:21]([CH3:20])[C:22]4[CH:27]=[CH:26][CH:25]=[CH:24][C:23]=4[N:28]=3)[CH:9]=2)[N:3]=1, predict the reactants needed to synthesize it. The reactants are: [CH3:1][C:2]1[N:6]=[C:5]([CH3:7])[N:4]([C:8]2[CH:13]=[C:12]([CH3:14])[N:11]=[C:10]([C@@H:15]3[CH2:17][C@H:16]3[CH:18]=O)[CH:9]=2)[N:3]=1.[CH3:20][NH:21][C:22]1[C:23]([NH2:28])=[CH:24][CH:25]=[CH:26][CH:27]=1.CC(O)=O.C([O-])(O)=O.[Na+]. (5) Given the product [OH:4][C:5]1[C:10]([OH:11])=[CH:9][CH:8]=[CH:7][C:6]=1[C:15](=[O:17])[CH3:16], predict the reactants needed to synthesize it. The reactants are: COC[O:4][C:5]1[C:10]([O:11]COC)=[CH:9][CH:8]=[CH:7][C:6]=1[C:15](=[O:17])[CH3:16]. (6) Given the product [C:34]([N:37]1[CH2:42][CH2:41][N:40]([CH2:32][C:29]2[CH:30]=[N:31][C:26]([C:24]3[NH:25][C:21]([CH:13]([C:10]4[CH:11]=[CH:12][C:7]([S:4]([CH:1]5[CH2:2][CH2:3]5)(=[O:6])=[O:5])=[CH:8][CH:9]=4)[CH2:14][CH:15]4[CH2:20][CH2:19][O:18][CH2:17][CH2:16]4)=[CH:22][CH:23]=3)=[CH:27][CH:28]=2)[CH2:39][CH2:38]1)(=[O:36])[CH3:35], predict the reactants needed to synthesize it. The reactants are: [CH:1]1([S:4]([C:7]2[CH:12]=[CH:11][C:10]([CH:13]([C:21]3[NH:25][C:24]([C:26]4[N:31]=[CH:30][C:29]([CH:32]=O)=[CH:28][CH:27]=4)=[CH:23][CH:22]=3)[CH2:14][CH:15]3[CH2:20][CH2:19][O:18][CH2:17][CH2:16]3)=[CH:9][CH:8]=2)(=[O:6])=[O:5])[CH2:3][CH2:2]1.[C:34]([N:37]1[CH2:42][CH2:41][NH:40][CH2:39][CH2:38]1)(=[O:36])[CH3:35].C(O[BH-](OC(=O)C)OC(=O)C)(=O)C.[Na+]. (7) Given the product [NH2:2][CH2:1][C:3]1[CH:4]=[C:5]([N:9]2[C:13]([C:14]([OH:16])=[O:15])=[CH:12][C:11]([C:17]([F:19])([F:20])[F:18])=[N:10]2)[CH:6]=[CH:7][CH:8]=1, predict the reactants needed to synthesize it. The reactants are: [C:1]([C:3]1[CH:4]=[C:5]([N:9]2[C:13]([C:14]([OH:16])=[O:15])=[CH:12][C:11]([C:17]([F:20])([F:19])[F:18])=[N:10]2)[CH:6]=[CH:7][CH:8]=1)#[N:2].Cl.